From a dataset of Reaction yield outcomes from USPTO patents with 853,638 reactions. Predict the reaction yield, written as a fraction of the theoretical maximum amount of product (1.0 means a 100% yield; for example, 0.34 means a 34% yield). The reactants are [F:1][C:2]1[CH:10]=[C:9]2[C:5]([C:6]([CH:12]=[O:13])=[CH:7][N:8]2[CH3:11])=[CH:4][CH:3]=1.[Mn]([O-])(=O)(=O)=[O:15].[K+]. The product is [F:1][C:2]1[CH:10]=[C:9]2[C:5]([C:6]([C:12]([OH:15])=[O:13])=[CH:7][N:8]2[CH3:11])=[CH:4][CH:3]=1. The yield is 0.700. The catalyst is CC(C)=O.